Dataset: Reaction yield outcomes from USPTO patents with 853,638 reactions. Task: Predict the reaction yield, written as a fraction of the theoretical maximum amount of product (1.0 means a 100% yield; for example, 0.34 means a 34% yield). (1) The yield is 0.848. The reactants are [NH2:1][C:2]1[CH:7]=[CH:6][C:5]([Br:8])=[CH:4][N:3]=1.N1C=CC=CC=1.[F:15][C:16]([F:28])([F:27])[C:17]1[CH:22]=[CH:21][C:20]([S:23](Cl)(=[O:25])=[O:24])=[CH:19][CH:18]=1. The product is [Br:8][C:5]1[CH:6]=[CH:7][C:2]([NH:1][S:23]([C:20]2[CH:19]=[CH:18][C:17]([C:16]([F:15])([F:27])[F:28])=[CH:22][CH:21]=2)(=[O:25])=[O:24])=[N:3][CH:4]=1. The catalyst is C(#N)C.CN(C)C1C=CN=CC=1. (2) The reactants are [F:1][C:2]([F:6])([F:5])[CH2:3][NH2:4].[Li]CCCC.[Cl:12][C:13]1[CH:14]=[CH:15][CH:16]=[C:17]2[C:22]=1[N:21]=[C:20](S(CC)(=O)=O)[CH:19]=[C:18]2[O:28][CH2:29][C:30]1[CH:35]=[CH:34][C:33]([O:36][CH3:37])=[CH:32][CH:31]=1. The catalyst is O1CCCC1. The product is [Cl:12][C:13]1[CH:14]=[CH:15][CH:16]=[C:17]2[C:22]=1[N:21]=[C:20]([NH:4][CH2:3][C:2]([F:6])([F:5])[F:1])[CH:19]=[C:18]2[O:28][CH2:29][C:30]1[CH:35]=[CH:34][C:33]([O:36][CH3:37])=[CH:32][CH:31]=1. The yield is 0.670. (3) The reactants are O.C1(C)C=CC(S(O)(=O)=O)=CC=1.[C:13]([C:17]1[CH:18]=[C:19]([C:27]2[CH:35]=[CH:34][CH:33]=[C:32]3[C:28]=2[CH2:29][CH:30]([CH3:37])[CH:31]3O)[CH:20]=[C:21]([C:23]([CH3:26])([CH3:25])[CH3:24])[CH:22]=1)([CH3:16])([CH3:15])[CH3:14]. The catalyst is C1(C)C=CC=CC=1. The product is [C:13]([C:17]1[CH:18]=[C:19]([C:27]2[CH:35]=[CH:34][CH:33]=[C:32]3[C:28]=2[CH2:29][C:30]([CH3:37])=[CH:31]3)[CH:20]=[C:21]([C:23]([CH3:26])([CH3:25])[CH3:24])[CH:22]=1)([CH3:14])([CH3:15])[CH3:16]. The yield is 0.820. (4) The reactants are C[C:2]1([CH3:12])[CH:11]=[CH:10][C:9]2[C:4](=[CH:5][CH:6]=[CH:7][CH:8]=2)[NH:3]1.[OH-].[Na+].OO. The catalyst is O1CCCC1.C(OCC)(=O)C. The product is [CH:10]([C:9]1[CH:8]=[CH:7][CH:6]=[C:5]2[C:4]=1[NH:3][CH:2]=[CH:12]2)=[CH2:11]. The yield is 0.560. (5) The reactants are CO[C:3](=[O:38])[C:4]1[CH:9]=[C:8]([C:10]2[CH:11]=[C:12]3[C:18]([C:19]4[CH:24]=[CH:23][CH:22]=[CH:21][C:20]=4[O:25][CH3:26])=[CH:17][N:16](S(C4C=CC(C)=CC=4)(=O)=O)[C:13]3=[N:14][CH:15]=2)[CH:7]=[CH:6][C:5]=1[OH:37].[CH3:39][N:40]([CH3:45])[CH2:41][CH2:42][NH:43][CH3:44].N=C=N.CN(C=O)C. The catalyst is N1C=CC=CC=1. The product is [CH3:39][N:40]([CH3:45])[CH2:41][CH2:42][N:43]([CH3:44])[C:3](=[O:38])[C:4]1[CH:9]=[C:8]([C:10]2[CH:11]=[C:12]3[C:18]([C:19]4[CH:24]=[CH:23][CH:22]=[CH:21][C:20]=4[O:25][CH3:26])=[CH:17][NH:16][C:13]3=[N:14][CH:15]=2)[CH:7]=[CH:6][C:5]=1[OH:37]. The yield is 0.120.